From a dataset of Full USPTO retrosynthesis dataset with 1.9M reactions from patents (1976-2016). Predict the reactants needed to synthesize the given product. (1) The reactants are: [NH:1]([C:10]([O:12][C:13]([CH3:16])([CH3:15])[CH3:14])=[O:11])[C@H:2]([C:7]([OH:9])=O)[C@H:3]([CH2:5][CH3:6])[CH3:4].[NH2:17][C@H:18]([C:28]([O:30][CH3:31])=[O:29])[CH2:19][O:20][CH2:21][C:22]1[CH:27]=[CH:26][CH:25]=[CH:24][CH:23]=1.Cl.F[P-](F)(F)(F)(F)F.N1(O[P+](N(C)C)(N(C)C)N(C)C)C2C=CC=CC=2N=N1.CCN(C(C)C)C(C)C. Given the product [NH:1]([C:10]([O:12][C:13]([CH3:16])([CH3:15])[CH3:14])=[O:11])[C@H:2]([C:7]([NH:17][C@H:18]([C:28]([O:30][CH3:31])=[O:29])[CH2:19][O:20][CH2:21][C:22]1[CH:23]=[CH:24][CH:25]=[CH:26][CH:27]=1)=[O:9])[C@H:3]([CH2:5][CH3:6])[CH3:4], predict the reactants needed to synthesize it. (2) Given the product [OH:8][CH2:9][C:10]1[C:11]2[N:12]([N:17]=[C:18]([C:20]([F:23])([F:22])[F:21])[CH:19]=2)[C:13]([I:16])=[CH:14][CH:15]=1, predict the reactants needed to synthesize it. The reactants are: [Si]([O:8][CH2:9][C:10]1[C:11]2[N:12]([N:17]=[C:18]([C:20]([F:23])([F:22])[F:21])[CH:19]=2)[C:13]([I:16])=[CH:14][CH:15]=1)(C(C)(C)C)(C)C.[F-].C([N+](CCCC)(CCCC)CCCC)CCC. (3) Given the product [CH:1]([C:4]1[CH:9]=[CH:8][N:7]=[C:6]([C:10]2[C:18]3[C:13](=[CH:14][CH:15]=[C:16]([C:19]([NH:33][NH2:34])=[O:21])[CH:17]=3)[NH:12][CH:11]=2)[N:5]=1)([CH3:2])[CH3:3], predict the reactants needed to synthesize it. The reactants are: [CH:1]([C:4]1[CH:9]=[CH:8][N:7]=[C:6]([C:10]2[C:18]3[C:13](=[CH:14][CH:15]=[C:16]([C:19]([O:21]C)=O)[CH:17]=3)[N:12](S(C3C=CC(C)=CC=3)(=O)=O)[CH:11]=2)[N:5]=1)([CH3:3])[CH3:2].[NH2:33][NH2:34]. (4) The reactants are: [Cl:1][C:2]1[C:7]([CH3:8])=[CH:6][CH:5]=[C:4]([Cl:9])[N:3]=1.[N+:10]([O-])([OH:12])=[O:11].[OH-].[Na+]. Given the product [Cl:1][C:2]1[C:7]([CH3:8])=[CH:6][C:5]([N+:10]([O-:12])=[O:11])=[C:4]([Cl:9])[N:3]=1, predict the reactants needed to synthesize it. (5) Given the product [CH2:1]([O:3][C:4](=[O:32])[C:5]([CH3:31])([CH3:30])[CH2:6][C:7]1[N:8]([CH2:22][C:23]2[CH:28]=[CH:27][C:26]([B:33]3[O:37][C:36]([CH3:39])([CH3:38])[C:35]([CH3:41])([CH3:40])[O:34]3)=[CH:25][CH:24]=2)[C:9]2[C:14]([C:15]=1[S:16][C:17]([CH3:20])([CH3:19])[CH3:18])=[CH:13][C:12]([OH:21])=[CH:11][CH:10]=2)[CH3:2], predict the reactants needed to synthesize it. The reactants are: [CH2:1]([O:3][C:4](=[O:32])[C:5]([CH3:31])([CH3:30])[CH2:6][C:7]1[N:8]([CH2:22][C:23]2[CH:28]=[CH:27][C:26](Br)=[CH:25][CH:24]=2)[C:9]2[C:14]([C:15]=1[S:16][C:17]([CH3:20])([CH3:19])[CH3:18])=[CH:13][C:12]([OH:21])=[CH:11][CH:10]=2)[CH3:2].[B:33]1([B:33]2[O:37][C:36]([CH3:39])([CH3:38])[C:35]([CH3:41])([CH3:40])[O:34]2)[O:37][C:36]([CH3:39])([CH3:38])[C:35]([CH3:41])([CH3:40])[O:34]1.C([O-])(=O)C.[K+].CCCCCC. (6) Given the product [NH2:1][C:2]1[N:7]=[CH:6][N:5]=[C:4]2[N:8]([C@H:12]3[CH2:16][CH2:15][N:14]([C:17](=[O:19])[CH:25]=[CH2:26])[CH2:13]3)[N:9]=[C:10]([I:11])[C:3]=12, predict the reactants needed to synthesize it. The reactants are: [NH2:1][C:2]1[N:7]=[CH:6][N:5]=[C:4]2[N:8]([C@H:12]3[CH2:16][CH2:15][N:14]([C:17]([O:19]C(C)(C)C)=O)[CH2:13]3)[N:9]=[C:10]([I:11])[C:3]=12.F[C:25](F)(F)[C:26](O)=O. (7) Given the product [C:13]([O:17][C:18](=[O:36])[N:19]([C:20]1[CH:25]=[CH:24][C:23]([CH:26]([C:5]2[C:4]3[C:8](=[N:9][CH:10]=[C:2]([Br:1])[CH:3]=3)[NH:7][CH:6]=2)[OH:27])=[CH:22][N:21]=1)[CH2:28][C:29]1[CH:30]=[CH:31][C:32]([Cl:35])=[CH:33][CH:34]=1)([CH3:16])([CH3:14])[CH3:15], predict the reactants needed to synthesize it. The reactants are: [Br:1][C:2]1[CH:3]=[C:4]2[C:8](=[N:9][CH:10]=1)[NH:7][CH:6]=[CH:5]2.CO.[C:13]([O:17][C:18](=[O:36])[N:19]([CH2:28][C:29]1[CH:34]=[CH:33][C:32]([Cl:35])=[CH:31][CH:30]=1)[C:20]1[CH:25]=[CH:24][C:23]([CH:26]=[O:27])=[CH:22][N:21]=1)([CH3:16])([CH3:15])[CH3:14].[OH-].[K+]. (8) The reactants are: [NH:1]1[C:9]2[C:4](=[CH:5][CH:6]=[CH:7][CH:8]=2)[C:3]([CH2:10][CH:11]([CH3:14])[CH2:12][OH:13])=[CH:2]1.C1C=CC(P(C2C=CC=CC=2)C2C=CC=CC=2)=CC=1.[Cl:34][C:35]1[C:40]([CH3:41])=[CH:39][C:38](O)=[CH:37][C:36]=1[CH3:43]. Given the product [Cl:34][C:35]1[C:40]([CH3:41])=[CH:39][C:38]([O:13][CH2:12][CH:11]([CH3:14])[CH2:10][C:3]2[C:4]3[C:9](=[CH:8][CH:7]=[CH:6][CH:5]=3)[NH:1][CH:2]=2)=[CH:37][C:36]=1[CH3:43], predict the reactants needed to synthesize it. (9) Given the product [C:25]([C:29]1[CH:30]=[C:31]([CH:41]=[CH:42][CH:43]=1)[O:32][C:33]1[CH:39]=[CH:38][C:36]([NH:37][C:22]2[C:23]3[N:15]([CH2:14][CH2:13][O:12][CH2:11][CH2:10][OH:9])[CH:16]=[CH:17][C:18]=3[N:19]=[CH:20][N:21]=2)=[CH:35][C:34]=1[Cl:40])([CH3:28])([CH3:26])[CH3:27], predict the reactants needed to synthesize it. The reactants are: C([O:9][CH2:10][CH2:11][O:12][CH2:13][CH2:14][N:15]1[C:23]2[C:22](Cl)=[N:21][CH:20]=[N:19][C:18]=2[CH:17]=[CH:16]1)(=O)C1C=CC=CC=1.[C:25]([C:29]1[CH:30]=[C:31]([CH:41]=[CH:42][CH:43]=1)[O:32][C:33]1[CH:39]=[CH:38][C:36]([NH2:37])=[CH:35][C:34]=1[Cl:40])([CH3:28])([CH3:27])[CH3:26].C(O)(C)C.[OH-].[Na+].